From a dataset of Catalyst prediction with 721,799 reactions and 888 catalyst types from USPTO. Predict which catalyst facilitates the given reaction. (1) Reactant: [CH3:1][N:2]([C:4]([NH:6][C:7]([NH2:9])=[NH:8])=[NH:5])[CH3:3].CC(C)=O.O.[C:15]([OH:24])(=[O:23])[CH2:16][CH2:17][CH2:18][CH2:19][C:20]([OH:22])=[O:21]. Product: [CH3:1][N:2]([C:4]([NH:6][C:7]([NH2:9])=[NH:8])=[NH:5])[CH3:3].[C:15]([O-:24])(=[O:23])[CH2:16][CH2:17][CH2:18][CH2:19][C:20]([O-:22])=[O:21]. The catalyst class is: 95. (2) Reactant: [N:1]1([CH2:10][C:11]2[CH:20]=[CH:19][C:14]([C:15](OC)=[O:16])=[CH:13][CH:12]=2)[C:9]2[C:4](=[CH:5][CH:6]=[CH:7][CH:8]=2)[CH:3]=[CH:2]1.[OH-].[NH4+:22].O. Product: [N:1]1([CH2:10][C:11]2[CH:20]=[CH:19][C:14]([C:15]([NH2:22])=[O:16])=[CH:13][CH:12]=2)[C:9]2[C:4](=[CH:5][CH:6]=[CH:7][CH:8]=2)[CH:3]=[CH:2]1. The catalyst class is: 5. (3) Reactant: [CH2:1]([O:8][C:9]([N:11]1[CH2:16][CH2:15][C@@H:14]([OH:17])[C@H:13]([F:18])[CH2:12]1)=[O:10])[C:2]1[CH:7]=[CH:6][CH:5]=[CH:4][CH:3]=1.CC(C)([O-])C.[K+].[CH2:25]([C:29]1[N:30]=[N:31][C:32](Cl)=[CH:33][C:34]=1[C:35]1[CH:40]=[CH:39][C:38]([O:41][CH:42]2[CH2:47][CH2:46][CH2:45][CH2:44][CH2:43]2)=[CH:37][CH:36]=1)[CH2:26][CH2:27][CH3:28]. Product: [CH2:1]([O:8][C:9]([N:11]1[CH2:16][CH2:15][C@@H:14]([O:17][C:32]2[N:31]=[N:30][C:29]([CH2:25][CH2:26][CH2:27][CH3:28])=[C:34]([C:35]3[CH:36]=[CH:37][C:38]([O:41][CH:42]4[CH2:47][CH2:46][CH2:45][CH2:44][CH2:43]4)=[CH:39][CH:40]=3)[CH:33]=2)[C@H:13]([F:18])[CH2:12]1)=[O:10])[C:2]1[CH:3]=[CH:4][CH:5]=[CH:6][CH:7]=1. The catalyst class is: 49. (4) Reactant: [CH3:1][Mg]Br.[CH2:4]([N:11]1[CH2:16][CH2:15][C:14](=[O:17])[CH2:13][CH2:12]1)[C:5]1[CH:10]=[CH:9][CH:8]=[CH:7][CH:6]=1. Product: [CH2:4]([N:11]1[CH2:16][CH2:15][C:14]([CH3:1])([OH:17])[CH2:13][CH2:12]1)[C:5]1[CH:6]=[CH:7][CH:8]=[CH:9][CH:10]=1. The catalyst class is: 7. (5) Reactant: C(=O)([O-])[O-].[Na+].[Na+].C12(O)CC3CC(CC(O)(C3)C1)C2.C(OC=C)(=O)C.[CH:25]([O:27][C:28]12[CH2:37][CH:32]3[CH2:33][CH:34]([CH2:36][C:30]([O:38]C=C)([CH2:31]3)[CH2:29]1)[CH2:35]2)=[CH2:26]. Product: [CH:25]([O:27][C:28]12[CH2:37][CH:32]3[CH2:33][CH:34]([CH2:36][C:30]([OH:38])([CH2:31]3)[CH2:29]1)[CH2:35]2)=[CH2:26]. The catalyst class is: 11. (6) Product: [F:32][C:33]1[CH:41]=[CH:40][C:36]([CH:37]([O:39][C:2]2[N:7]=[C:6]([O:8][C:9]3[C:14]4[N:15]=[C:16]([NH:18][C:19](=[O:21])[CH3:20])[S:17][C:13]=4[CH:12]=[CH:11][CH:10]=3)[CH:5]=[C:4]([C:22]3[CH:27]=[CH:26][C:25]([C:28]([F:31])([F:30])[F:29])=[CH:24][CH:23]=3)[N:3]=2)[CH3:38])=[CH:35][CH:34]=1. Reactant: Cl[C:2]1[N:7]=[C:6]([O:8][C:9]2[C:14]3[N:15]=[C:16]([NH:18][C:19](=[O:21])[CH3:20])[S:17][C:13]=3[CH:12]=[CH:11][CH:10]=2)[CH:5]=[C:4]([C:22]2[CH:27]=[CH:26][C:25]([C:28]([F:31])([F:30])[F:29])=[CH:24][CH:23]=2)[N:3]=1.[F:32][C:33]1[CH:41]=[CH:40][C:36]([CH:37]([OH:39])[CH3:38])=[CH:35][CH:34]=1.C([O-])([O-])=O.[K+].[K+].CS(O[Na])=O. The catalyst class is: 303. (7) Reactant: [CH3:1][O:2][C:3]1[CH:8]=[CH:7][C:6]([N:9]2[C:14](=[O:15])[C:13]([C:16]([O:18]CC)=[O:17])=[N:12][C:11]3[CH:21]=[CH:22][CH:23]=[N:24][C:10]2=3)=[CH:5][CH:4]=1.C(=O)([O-])[O-].[K+].[K+]. Product: [CH3:1][O:2][C:3]1[CH:4]=[CH:5][C:6]([N:9]2[C:14](=[O:15])[C:13]([C:16]([OH:18])=[O:17])=[N:12][C:11]3[CH:21]=[CH:22][CH:23]=[N:24][C:10]2=3)=[CH:7][CH:8]=1. The catalyst class is: 38. (8) Reactant: FC(F)(F)S(O[C:7]1[CH:12]=[CH:11][N:10]([CH2:13][C:14]2[CH:19]=[CH:18][CH:17]=[C:16]([F:20])[CH:15]=2)[C:9](=[O:21])[C:8]=1[Br:22])(=O)=O.[F:25][C:26]1[CH:33]=[CH:32][C:29]([CH:30]=[CH2:31])=[CH:28][CH:27]=1.C(N(C(C)C)CC)(C)C. Product: [Br:22][C:8]1[C:9](=[O:21])[N:10]([CH2:13][C:14]2[CH:19]=[CH:18][CH:17]=[C:16]([F:20])[CH:15]=2)[CH:11]=[CH:12][C:7]=1/[CH:31]=[CH:30]/[C:29]1[CH:32]=[CH:33][C:26]([F:25])=[CH:27][CH:28]=1. The catalyst class is: 233.